Dataset: Forward reaction prediction with 1.9M reactions from USPTO patents (1976-2016). Task: Predict the product of the given reaction. (1) Given the reactants C([N:8]1[CH2:12][CH:11]([C:13]2[CH:18]=[CH:17][C:16]([O:19][CH3:20])=[C:15]([O:21][CH2:22][CH:23]3[CH2:25][CH2:24]3)[CH:14]=2)[C:10]([CH3:28])([CH:26]=[CH2:27])[CH2:9]1)C1C=CC=CC=1.Cl[C:30]([O:32][CH3:33])=[O:31], predict the reaction product. The product is: [CH3:33][O:32][C:30]([N:8]1[CH2:12][CH:11]([C:13]2[CH:18]=[CH:17][C:16]([O:19][CH3:20])=[C:15]([O:21][CH2:22][CH:23]3[CH2:25][CH2:24]3)[CH:14]=2)[C:10]([CH3:28])([CH:26]=[CH2:27])[CH2:9]1)=[O:31]. (2) Given the reactants C(OC([NH:11][C@H:12]1[CH2:17][CH2:16][CH2:15][N:14]([P:18]([NH:29][C:30]2[CH:35]=[CH:34][C:33]([O:36][CH3:37])=[CH:32][CH:31]=2)([NH:20][C:21]2[CH:26]=[CH:25][C:24]([O:27][CH3:28])=[CH:23][CH:22]=2)=[O:19])[C:13]1=[O:38])=O)C1C=CC=CC=1, predict the reaction product. The product is: [NH2:11][C@H:12]1[CH2:17][CH2:16][CH2:15][N:14]([P:18]([NH:20][C:21]2[CH:22]=[CH:23][C:24]([O:27][CH3:28])=[CH:25][CH:26]=2)([NH:29][C:30]2[CH:31]=[CH:32][C:33]([O:36][CH3:37])=[CH:34][CH:35]=2)=[O:19])[C:13]1=[O:38]. (3) Given the reactants I[C:2]1[CH:3]=[C:4]([NH:9][C:10](=[O:21])[C:11]2[CH:16]=[CH:15][CH:14]=[C:13]([C:17]([F:20])([F:19])[F:18])[CH:12]=2)[CH:5]=[CH:6][C:7]=1[CH3:8].[N+:22]([C:25]1[CH:26]=[C:27](B(O)O)[CH:28]=[CH:29][CH:30]=1)([O-:24])=[O:23].C1(C)C=CC=CC=1.C([O-])([O-])=O.[K+].[K+], predict the reaction product. The product is: [CH3:8][C:7]1[C:2]([C:29]2[CH:28]=[CH:27][CH:26]=[C:25]([N+:22]([O-:24])=[O:23])[CH:30]=2)=[CH:3][C:4]([NH:9][C:10](=[O:21])[C:11]2[CH:16]=[CH:15][CH:14]=[C:13]([C:17]([F:20])([F:19])[F:18])[CH:12]=2)=[CH:5][CH:6]=1. (4) Given the reactants [F:1][C:2]1[CH:3]=[C:4]([CH:42]=[CH:43][CH:44]=1)[CH2:5][N:6]1[CH:10]=[C:9]([C:11]2[C:19]3[C:14](=[N:15][CH:16]=[C:17]([C:20]4[CH:25]=[CH:24][CH:23]=[C:22]([N:26]5[CH2:31][CH2:30][NH:29][CH2:28][CH2:27]5)[CH:21]=4)[CH:18]=3)[N:13]([S:32]([C:35]3[CH:41]=[CH:40][C:38]([CH3:39])=[CH:37][CH:36]=3)(=[O:34])=[O:33])[CH:12]=2)[CH:8]=[N:7]1.C=O.[C:47](O[BH-](OC(=O)C)OC(=O)C)(=O)C.[Na+], predict the reaction product. The product is: [F:1][C:2]1[CH:3]=[C:4]([CH:42]=[CH:43][CH:44]=1)[CH2:5][N:6]1[CH:10]=[C:9]([C:11]2[C:19]3[C:14](=[N:15][CH:16]=[C:17]([C:20]4[CH:25]=[CH:24][CH:23]=[C:22]([N:26]5[CH2:27][CH2:28][N:29]([CH3:47])[CH2:30][CH2:31]5)[CH:21]=4)[CH:18]=3)[N:13]([S:32]([C:35]3[CH:41]=[CH:40][C:38]([CH3:39])=[CH:37][CH:36]=3)(=[O:33])=[O:34])[CH:12]=2)[CH:8]=[N:7]1. (5) Given the reactants [CH3:1][O:2][C:3]([C:5]1[CH:6]=[C:7]([C:16]2[CH:21]=[CH:20][CH:19]=[C:18]([C:22]([F:25])([F:24])[F:23])[CH:17]=2)[C:8]([CH2:11][CH2:12][C:13](O)=[O:14])=[CH:9][CH:10]=1)=[O:4].CN1CCOCC1.C(OC(Cl)=O)C(C)C.[BH4-].[Na+], predict the reaction product. The product is: [CH3:1][O:2][C:3]([C:5]1[CH:6]=[C:7]([C:16]2[CH:21]=[CH:20][CH:19]=[C:18]([C:22]([F:23])([F:25])[F:24])[CH:17]=2)[C:8]([CH2:11][CH2:12][CH2:13][OH:14])=[CH:9][CH:10]=1)=[O:4]. (6) Given the reactants [Br:1][C:2]1[CH:3]=[N:4][C:5]2[N:6]([N:8]=[C:9]([C:11]([OH:13])=O)[CH:10]=2)[CH:7]=1.[CH3:14][CH:15]1[CH2:20][C:19]([C:21]2[CH:26]=[CH:25][N:24]=[CH:23][N:22]=2)=[CH:18][CH2:17][NH:16]1, predict the reaction product. The product is: [Br:1][C:2]1[CH:3]=[N:4][C:5]2[N:6]([N:8]=[C:9]([C:11]([N:16]3[CH2:17][CH:18]=[C:19]([C:21]4[CH:26]=[CH:25][N:24]=[CH:23][N:22]=4)[CH2:20][CH:15]3[CH3:14])=[O:13])[CH:10]=2)[CH:7]=1. (7) Given the reactants [OH:1][NH:2][C:3]([C:5]1[N:10]=[C:9]([C:11]([F:14])([F:13])[F:12])[CH:8]=[C:7]([C:15]2[CH:20]=[CH:19][C:18]([C:21]([F:24])([F:23])[F:22])=[CH:17][CH:16]=2)[N:6]=1)=[NH:4].[NH2:25][C:26]1[CH:34]=[CH:33][C:29]([C:30](O)=O)=[CH:28][N:27]=1, predict the reaction product. The product is: [F:14][C:11]([F:12])([F:13])[C:9]1[CH:8]=[C:7]([C:15]2[CH:20]=[CH:19][C:18]([C:21]([F:24])([F:22])[F:23])=[CH:17][CH:16]=2)[N:6]=[C:5]([C:3]2[N:4]=[C:30]([C:29]3[CH:33]=[CH:34][C:26]([NH2:25])=[N:27][CH:28]=3)[O:1][N:2]=2)[N:10]=1. (8) Given the reactants [Cl:1][C:2]1[CH:7]=[CH:6][C:5](B2OC(C)(C)C(C)(C)O2)=[CH:4][C:3]=1[C:17]([F:20])([F:19])[CH3:18].Cl[C:22]1[CH:23]=[C:24]([CH2:28][N:29]2[CH:33]=[CH:32][N:31]=[C:30]2[CH3:34])[N:25]=[N:26][CH:27]=1, predict the reaction product. The product is: [ClH:1].[Cl:1][C:2]1[CH:7]=[CH:6][C:5]([C:22]2[CH:23]=[C:24]([CH2:28][N:29]3[CH:33]=[CH:32][N:31]=[C:30]3[CH3:34])[N:25]=[N:26][CH:27]=2)=[CH:4][C:3]=1[C:17]([F:19])([F:20])[CH3:18]. (9) Given the reactants [Br:1][C:2]([CH3:18])([CH3:17])[C:3]([O:5][CH2:6][CH2:7][CH2:8][CH2:9][CH2:10][CH2:11][CH2:12][CH2:13][CH2:14][CH:15]=[CH2:16])=[O:4].[SH:19][CH2:20][CH2:21][CH2:22][Si:23]([O:30][CH2:31][CH3:32])([O:27][CH2:28][CH3:29])[O:24][CH2:25][CH3:26], predict the reaction product. The product is: [Br:1][C:2]([CH3:18])([CH3:17])[C:3]([O:5][CH2:6][CH2:7][CH2:8][CH2:9][CH2:10][CH2:11][CH2:12][CH2:13][CH2:14][CH2:15][CH2:16][S:19][CH2:20][CH2:21][CH2:22][Si:23]([O:30][CH2:31][CH3:32])([O:24][CH2:25][CH3:26])[O:27][CH2:28][CH3:29])=[O:4]. (10) The product is: [CH3:11][N:12]([CH3:20])[C:13]1[CH:18]=[CH:17][C:16]([NH:19][C:7]2[CH:8]=[CH:9][C:4]([N:2]([CH3:3])[CH3:1])=[N:5][CH:6]=2)=[CH:15][CH:14]=1. Given the reactants [CH3:1][N:2]([C:4]1[CH:9]=[CH:8][C:7](Br)=[CH:6][N:5]=1)[CH3:3].[CH3:11][N:12]([CH3:20])[C:13]1[CH:18]=[CH:17][C:16]([NH2:19])=[CH:15][CH:14]=1, predict the reaction product.